Dataset: CYP2D6 inhibition data for predicting drug metabolism from PubChem BioAssay. Task: Regression/Classification. Given a drug SMILES string, predict its absorption, distribution, metabolism, or excretion properties. Task type varies by dataset: regression for continuous measurements (e.g., permeability, clearance, half-life) or binary classification for categorical outcomes (e.g., BBB penetration, CYP inhibition). Dataset: cyp2d6_veith. The compound is O=C(Cn1cnc([N+](=O)[O-])c1)NCc1ccc(F)cc1. The result is 0 (non-inhibitor).